This data is from CYP1A2 inhibition data for predicting drug metabolism from PubChem BioAssay. The task is: Regression/Classification. Given a drug SMILES string, predict its absorption, distribution, metabolism, or excretion properties. Task type varies by dataset: regression for continuous measurements (e.g., permeability, clearance, half-life) or binary classification for categorical outcomes (e.g., BBB penetration, CYP inhibition). Dataset: cyp1a2_veith. (1) The drug is CCOc1ccc(/C=N/n2c(SC)nnc2-c2ccccc2)cc1OCC. The result is 1 (inhibitor). (2) The drug is NCC1CCCCC1.O=C(O)NCC1CCCCC1. The result is 0 (non-inhibitor). (3) The drug is CCn1c(CC(=O)Nc2ccc(C)c(Cl)c2)nnc1SCc1ccc(Cl)c(Cl)c1. The result is 0 (non-inhibitor). (4) The molecule is CCOc1ccc(CNC(=O)C2CCC(=O)N2C2CCCC2)cc1OC. The result is 0 (non-inhibitor). (5) The compound is CCOC(=O)C1=NNC2(c3ccc(Cl)cc3)C(=O)N(c3cc(C)cc(C)c3)C(=O)C12. The result is 0 (non-inhibitor). (6) The drug is CC(=O)NCCNc1nc(-c2ccc(N(C)C)cc2)nc2ccccc12. The result is 1 (inhibitor). (7) The molecule is CCn1c2ccccc2c2cc(N=C3SC(CC(=O)Nc4ccccc4OC)C(=O)N3C)ccc21. The result is 0 (non-inhibitor). (8) The drug is O=c1c(-c2cc(F)cc(F)c2)nc2cnc(N3CCNCC3)nc2n1Cc1ccc(F)cc1. The result is 1 (inhibitor). (9) The compound is O=C(O)c1c2ccccc2cc2ccccc12. The result is 1 (inhibitor).